Dataset: Catalyst prediction with 721,799 reactions and 888 catalyst types from USPTO. Task: Predict which catalyst facilitates the given reaction. (1) Reactant: O[C:2]1([CH3:24])[CH2:6][N:5]([C:7]([O:9][C:10]([CH3:13])([CH3:12])[CH3:11])=[O:8])[C@H:4]([C:14]([O:16][CH2:17][C:18]2[CH:23]=[CH:22][CH:21]=[CH:20][CH:19]=2)=[O:15])[CH2:3]1.CCN(S(F)(F)[F:31])CC. Product: [F:31][C@@:2]1([CH3:24])[CH2:6][N:5]([C:7]([O:9][C:10]([CH3:13])([CH3:12])[CH3:11])=[O:8])[C@H:4]([C:14]([O:16][CH2:17][C:18]2[CH:23]=[CH:22][CH:21]=[CH:20][CH:19]=2)=[O:15])[CH2:3]1. The catalyst class is: 4. (2) Reactant: [OH:1][C:2]([CH3:22])([CH3:21])[CH2:3][C:4]1[CH:9]=[CH:8][C:7]([NH:10]C(=O)OCC2C=CC=CC=2)=[CH:6][CH:5]=1. Product: [NH2:10][C:7]1[CH:6]=[CH:5][C:4]([CH2:3][C:2]([CH3:22])([OH:1])[CH3:21])=[CH:9][CH:8]=1. The catalyst class is: 481. (3) Reactant: [CH2:1]([CH:8]([C:11]#[N:12])[C:9]#[N:10])[C:2]1[CH:7]=[CH:6][CH:5]=[CH:4][CH:3]=1.[H-].[Na+].Br[CH2:16][CH2:17][C:18]([F:21])([F:20])[F:19]. Product: [CH2:1]([C:8]([CH2:16][CH2:17][C:18]([F:21])([F:20])[F:19])([C:9]#[N:10])[C:11]#[N:12])[C:2]1[CH:7]=[CH:6][CH:5]=[CH:4][CH:3]=1. The catalyst class is: 9. (4) Reactant: [Br:1][C:2]1[CH:3]=[CH:4][C:5]([O:26][CH2:27][CH:28]([CH3:30])[CH3:29])=[C:6]([CH2:8][N:9]2[C:13]([CH3:14])=[CH:12][C:11]([NH:15][C:16](=[O:25])[C:17]3[CH:22]=[CH:21][C:20]([CH2:23][OH:24])=[CH:19][CH:18]=3)=[N:10]2)[CH:7]=1.CC(OI1(OC(C)=O)(OC(C)=O)OC(=O)C2C=CC=CC1=2)=O. Product: [Br:1][C:2]1[CH:3]=[CH:4][C:5]([O:26][CH2:27][CH:28]([CH3:30])[CH3:29])=[C:6]([CH2:8][N:9]2[C:13]([CH3:14])=[CH:12][C:11]([NH:15][C:16](=[O:25])[C:17]3[CH:22]=[CH:21][C:20]([CH:23]=[O:24])=[CH:19][CH:18]=3)=[N:10]2)[CH:7]=1. The catalyst class is: 2. (5) Reactant: FC(F)(F)C(O)=O.[Cl:8][C:9]1[CH:14]=[C:13]2[NH:15][C:16](=[O:38])[C:17]3([CH:21]([C:22]4[CH:27]=[CH:26][CH:25]=[C:24]([Cl:28])[C:23]=4[F:29])[CH:20]([C:30](O)=[O:31])[NH:19][CH:18]3[CH2:33][C:34]([CH3:37])([CH3:36])[CH3:35])[C:12]2=[CH:11][CH:10]=1.C(N(C(C)C)CC)(C)C.C1(P(Cl)(C2C=CC=CC=2)=O)C=CC=CC=1.C([Si](C)(C)[O:68][CH2:69][CH2:70][O:71][C:72]1[N:77]=[CH:76][C:75]([NH2:78])=[C:74]([O:79][CH3:80])[CH:73]=1)(C)(C)C. Product: [OH:68][CH2:69][CH2:70][O:71][C:72]1[N:77]=[CH:76][C:75]([NH:78][C:30]([CH:20]2[NH:19][CH:18]([CH2:33][C:34]([CH3:35])([CH3:36])[CH3:37])[C:17]3([C:12]4[C:13](=[CH:14][C:9]([Cl:8])=[CH:10][CH:11]=4)[NH:15][C:16]3=[O:38])[CH:21]2[C:22]2[CH:27]=[CH:26][CH:25]=[C:24]([Cl:28])[C:23]=2[F:29])=[O:31])=[C:74]([O:79][CH3:80])[CH:73]=1. The catalyst class is: 4. (6) Reactant: [F:1][C:2]([F:15])([F:14])[C:3]1[CH:4]=[C:5]([CH:7]=[C:8]([C:10]([F:13])([F:12])[F:11])[CH:9]=1)[NH2:6].C(N(CC)C(C)C)(C)C.Cl[C:26]([O:28][C:29]1[CH:34]=[CH:33][CH:32]=[CH:31][CH:30]=1)=[O:27]. Product: [C:29]1([O:28][C:26](=[O:27])[NH:6][C:5]2[CH:4]=[C:3]([C:2]([F:14])([F:15])[F:1])[CH:9]=[C:8]([C:10]([F:11])([F:12])[F:13])[CH:7]=2)[CH:34]=[CH:33][CH:32]=[CH:31][CH:30]=1. The catalyst class is: 4.